Regression/Classification. Given a drug SMILES string, predict its absorption, distribution, metabolism, or excretion properties. Task type varies by dataset: regression for continuous measurements (e.g., permeability, clearance, half-life) or binary classification for categorical outcomes (e.g., BBB penetration, CYP inhibition). Dataset: b3db_classification. From a dataset of Blood-brain barrier permeability classification from the B3DB database. The drug is CC(=O)OCC(=O)C1(O)CCC2C3CCC4=CC(=O)CCC4(C)C3(F)C(O)CC21C. The result is 1 (penetrates BBB).